Predict the reactants needed to synthesize the given product. From a dataset of Full USPTO retrosynthesis dataset with 1.9M reactions from patents (1976-2016). (1) Given the product [Br:1][C:2]1[CH:3]=[C:4]([O:11][CH2:20][CH:19]=[CH2:18])[C:5](/[CH:8]=[CH:9]\[CH3:10])=[N:6][CH:7]=1, predict the reactants needed to synthesize it. The reactants are: [Br:1][C:2]1[CH:3]=[C:4]([OH:11])[C:5](/[CH:8]=[CH:9]\[CH3:10])=[N:6][CH:7]=1.C(=O)([O-])[O-].[K+].[K+].[CH2:18](I)[CH:19]=[CH2:20]. (2) Given the product [Cl:19][C:2]1[O:3][C:4]2[CH:10]=[C:9]([OH:11])[CH:8]=[CH:7][C:5]=2[N:6]=1, predict the reactants needed to synthesize it. The reactants are: S[C:2]1[O:3][C:4]2[CH:10]=[C:9]([OH:11])[CH:8]=[CH:7][C:5]=2[N:6]=1.CN(C=O)C.S(Cl)([Cl:19])=O. (3) Given the product [Cl:40][C:39]1[CH:38]=[CH:37][C:21]([C:22]([N:24]2[CH2:25][CH2:26][N:27]([C:30]([O:32][C:33]([CH3:36])([CH3:35])[CH3:34])=[O:31])[CH2:28][CH2:29]2)=[O:23])=[CH:20][C:19]=1[N:17]([CH3:18])[C:15]([C:13]1[S:12][C:11]2[C:5]3[CH:4]=[CH:3][C:2]([C:45](=[O:63])[NH:90][CH2:89][CH2:88][S:85]([CH3:84])(=[O:87])=[O:86])=[CH:41][C:6]=3[O:7][CH2:8][CH2:9][C:10]=2[CH:14]=1)=[O:16], predict the reactants needed to synthesize it. The reactants are: Br[C:2]1[CH:3]=[CH:4][C:5]2[C:11]3[S:12][C:13]([C:15]([N:17]([C:19]4[CH:20]=[C:21]([CH:37]=[CH:38][C:39]=4[Cl:40])[C:22]([N:24]4[CH2:29][CH2:28][N:27]([C:30]([O:32][C:33]([CH3:36])([CH3:35])[CH3:34])=[O:31])[CH2:26][CH2:25]4)=[O:23])[CH3:18])=[O:16])=[CH:14][C:10]=3[CH2:9][CH2:8][O:7][C:6]=2[CH:41]=1.CC1(C)C2C(=C(P(C3C=CC=CC=3)C3C=CC=CC=3)C=CC=2)[O:63][C:45]2C(P(C3C=CC=CC=3)C3C=CC=CC=3)=CC=CC1=2.[CH3:84][S:85]([CH2:88][CH2:89][NH2:90])(=[O:87])=[O:86].Cl.C([O-])([O-])=O.[Na+].[Na+]. (4) Given the product [C:23]([NH:15][C:14]1[CH:16]=[CH:17][N:10]([C@@H:3]2[O:4][C@H:5]([CH2:8][OH:9])[C@@H:6]([OH:7])[C@H:2]2[CH3:1])[C:11](=[S:12])[N:13]=1)(=[O:30])[C:24]1[CH:29]=[CH:28][CH:27]=[CH:26][CH:25]=1, predict the reactants needed to synthesize it. The reactants are: [CH3:1][C@@H:2]1[C@H:6]([OH:7])[C@@H:5]([CH2:8][OH:9])[O:4][C@H:3]1[N:10]1[CH:17]=[CH:16][C:14]([NH2:15])=[N:13][C:11]1=[S:12].C[Si](C)(C)Cl.[C:23](Cl)(=[O:30])[C:24]1[CH:29]=[CH:28][CH:27]=[CH:26][CH:25]=1.[OH-].[NH4+]. (5) Given the product [CH2:1]([O:8][C:9]1[CH:10]=[CH:11][C:12]([CH:15]2[CH:20]([CH2:21][CH3:22])[CH:19]([CH3:23])[CH:18]([CH2:24][OH:25])[CH2:17][CH:16]2[OH:26])=[CH:13][CH:14]=1)[C:2]1[CH:3]=[CH:4][CH:5]=[CH:6][CH:7]=1, predict the reactants needed to synthesize it. The reactants are: [CH2:1]([O:8][C:9]1[CH:14]=[CH:13][C:12]([C:15]2[CH:20]([CH2:21][CH3:22])[CH:19]([CH3:23])[CH:18]([CH2:24][OH:25])[CH2:17][CH:16]=2)=[CH:11][CH:10]=1)[C:2]1[CH:7]=[CH:6][CH:5]=[CH:4][CH:3]=1.[OH-:26].[Na+].OO. (6) The reactants are: [C:1]([C:4]1[C:22](=[O:23])[C@@:8]2([CH3:24])[C:9]3[C:15]([OH:16])=[CH:14][C:13]([O:17][CH3:18])=[C:12]([C:19]([NH2:21])=[O:20])[C:10]=3[O:11][C:7]2=[CH:6][C:5]=1[OH:25])(=[O:3])[CH3:2].[F:26][C:27]([F:49])([F:48])[C:28]1[CH:47]=[CH:46][C:31]([CH2:32][O:33][C:34]2[C:43]3[C:38](=[CH:39][CH:40]=[CH:41][CH:42]=3)[C:37]([CH:44]=O)=[CH:36][CH:35]=2)=[CH:30][CH:29]=1.C([SiH](CC)CC)C.FC(F)(F)C(O)=O. Given the product [C:1]([C:4]1[C:22](=[O:23])[C@@:8]2([CH3:24])[C:9]3[C:15]([OH:16])=[CH:14][C:13]([O:17][CH3:18])=[C:12]([C:19]([NH:21][CH2:44][C:37]4[C:38]5[C:43](=[CH:42][CH:41]=[CH:40][CH:39]=5)[C:34]([O:33][CH2:32][C:31]5[CH:46]=[CH:47][C:28]([C:27]([F:26])([F:48])[F:49])=[CH:29][CH:30]=5)=[CH:35][CH:36]=4)=[O:20])[C:10]=3[O:11][C:7]2=[CH:6][C:5]=1[OH:25])(=[O:3])[CH3:2], predict the reactants needed to synthesize it. (7) Given the product [CH2:28]([N:25]1[CH2:26][CH2:27][CH:22]([NH:21][C:3](=[C:16]([C:19]#[N:20])[C:17]#[N:18])[N:4]2[CH2:9][CH2:8][CH:7]([N:10]3[CH2:15][CH2:14][CH2:13][CH2:12][CH2:11]3)[CH2:6][CH2:5]2)[CH2:23][CH2:24]1)[C:29]1[CH:30]=[CH:31][CH:32]=[CH:33][CH:34]=1, predict the reactants needed to synthesize it. The reactants are: CS[C:3](=[C:16]([C:19]#[N:20])[C:17]#[N:18])[N:4]1[CH2:9][CH2:8][CH:7]([N:10]2[CH2:15][CH2:14][CH2:13][CH2:12][CH2:11]2)[CH2:6][CH2:5]1.[NH2:21][CH:22]1[CH2:27][CH2:26][N:25]([CH2:28][C:29]2[CH:34]=[CH:33][CH:32]=[CH:31][CH:30]=2)[CH2:24][CH2:23]1.C(OC(C)C)(C)C.